Dataset: Reaction yield outcomes from USPTO patents with 853,638 reactions. Task: Predict the reaction yield, written as a fraction of the theoretical maximum amount of product (1.0 means a 100% yield; for example, 0.34 means a 34% yield). (1) The yield is 0.610. The product is [S:21]1[CH:25]=[CH:24][N:23]=[C:22]1[NH:26][C:12](=[O:14])[CH:11]([N:7]1[C:8]2[C:4](=[CH:3][C:2]([Cl:1])=[CH:10][CH:9]=2)[C:5](=[O:20])[C:6]1=[O:19])[CH2:15][CH:16]([CH3:18])[CH3:17]. The catalyst is CN(C)C=O.C(OCC)(=O)C. The reactants are [Cl:1][C:2]1[CH:3]=[C:4]2[C:8](=[CH:9][CH:10]=1)[N:7]([CH:11]([CH2:15][CH:16]([CH3:18])[CH3:17])[C:12]([OH:14])=O)[C:6](=[O:19])[C:5]2=[O:20].[S:21]1[CH:25]=[CH:24][N:23]=[C:22]1[NH2:26].C(N(CC)C(C)C)(C)C.F[P-](F)(F)(F)(F)F.N1(O[P+](N(C)C)(N(C)C)N(C)C)C2C=CC=CC=2N=N1. (2) The reactants are [CH3:1][O:2][C:3]1[CH:9]=[C:8]([N:10]2[CH2:15][CH2:14][O:13][CH2:12][CH2:11]2)[CH:7]=[CH:6][C:4]=1[NH2:5].[Br:16][C:17]1[CH:18]=[CH:19][CH:20]=[C:21]2[C:26]=1[N:25]=[C:24](Cl)[N:23]=[CH:22]2.C([O-])([O-])=O.[K+].[K+]. The catalyst is CC#N. The product is [Br:16][C:17]1[CH:18]=[CH:19][CH:20]=[C:21]2[C:26]=1[N:25]=[C:24]([NH:5][C:4]1[CH:6]=[CH:7][C:8]([N:10]3[CH2:15][CH2:14][O:13][CH2:12][CH2:11]3)=[CH:9][C:3]=1[O:2][CH3:1])[N:23]=[CH:22]2. The yield is 0.290. (3) The reactants are [CH3:1][O:2][C:3](=[O:29])[CH:4]([CH2:24][CH:25]=[CH:26][CH2:27]Br)[CH2:5][C:6]([CH3:23])=[CH:7][CH2:8][C:9]1[C:10]([OH:22])=[C:11]2[C:15](=[C:16]([CH3:20])[C:17]=1[O:18][CH3:19])[CH2:14][O:13][C:12]2=[O:21].[CH3:30][O:31][P:32]([O:35]C)[O:33][CH3:34]. No catalyst specified. The product is [CH3:1][O:2][C:3](=[O:29])[CH:4]([CH2:24][CH:25]=[CH:26][CH2:27][P:32]([O:33][CH3:34])([O:31][CH3:30])=[O:35])[CH2:5][C:6]([CH3:23])=[CH:7][CH2:8][C:9]1[C:10]([OH:22])=[C:11]2[C:15](=[C:16]([CH3:20])[C:17]=1[O:18][CH3:19])[CH2:14][O:13][C:12]2=[O:21]. The yield is 0.880. (4) The reactants are [NH2:1][CH2:2][CH2:3][N:4]1[CH:8]=[CH:7][C:6]([C:9]2[CH:14]=[CH:13][C:12]([O:15][CH3:16])=[CH:11][CH:10]=2)=[C:5]1[C:17]1[CH:24]=[CH:23][C:20]([C:21]#[N:22])=[CH:19][C:18]=1[CH3:25].N1C=CC=CC=1.[F:32][C:33]([F:46])([F:45])[S:34](O[S:34]([C:33]([F:46])([F:45])[F:32])(=[O:36])=[O:35])(=[O:36])=[O:35]. The catalyst is C(Cl)Cl. The product is [C:21]([C:20]1[CH:23]=[CH:24][C:17]([C:5]2[N:4]([CH2:3][CH2:2][NH:1][S:34]([C:33]([F:46])([F:45])[F:32])(=[O:36])=[O:35])[CH:8]=[CH:7][C:6]=2[C:9]2[CH:10]=[CH:11][C:12]([O:15][CH3:16])=[CH:13][CH:14]=2)=[C:18]([CH3:25])[CH:19]=1)#[N:22]. The yield is 0.860. (5) The reactants are [Br:1][C:2]1[CH:9]=[CH:8][C:5]([CH:6]=[O:7])=[C:4]([F:10])[CH:3]=1.[CH3:11][Mg]Br. The catalyst is O1CCCC1. The product is [Br:1][C:2]1[CH:9]=[CH:8][C:5]([CH:6]([OH:7])[CH3:11])=[C:4]([F:10])[CH:3]=1. The yield is 0.920. (6) The reactants are [F:1][C:2]1[CH:10]=[CH:9][CH:8]=[C:7]2[C:3]=1[CH:4]=[CH:5][NH:6]2.[H-].[Na+].[CH3:13][O:14][C:15]1[CH:20]=[CH:19][C:18]([S:21](Cl)(=[O:23])=[O:22])=[CH:17][C:16]=1[N:25]1[CH2:30][CH2:29][N:28]([C:31](=[O:36])[C:32]([Cl:35])([Cl:34])[Cl:33])[CH2:27][CH2:26]1. The catalyst is C1COCC1. The product is [Cl:35][C:32]([Cl:33])([Cl:34])[C:31]([N:28]1[CH2:29][CH2:30][N:25]([C:16]2[CH:17]=[C:18]([S:21]([N:6]3[C:7]4[C:3](=[C:2]([F:1])[CH:10]=[CH:9][CH:8]=4)[CH:4]=[CH:5]3)(=[O:22])=[O:23])[CH:19]=[CH:20][C:15]=2[O:14][CH3:13])[CH2:26][CH2:27]1)=[O:36]. The yield is 0.580.